Dataset: Reaction yield outcomes from USPTO patents with 853,638 reactions. Task: Predict the reaction yield, written as a fraction of the theoretical maximum amount of product (1.0 means a 100% yield; for example, 0.34 means a 34% yield). (1) The reactants are [C:1]1([C:7]2[CH:12]=[C:11]([CH:13]3[CH2:18][NH:17][S:16](=[O:20])(=[O:19])[NH:15][CH2:14]3)[CH:10]=[CH:9][C:8]=2[NH2:21])[CH2:6][CH2:5][CH2:4][CH2:3][CH:2]=1.[C:22]([C:24]1[N:25]=[C:26]([C:37](O)=[O:38])[N:27]([CH2:29][O:30][CH2:31][CH2:32][Si:33]([CH3:36])([CH3:35])[CH3:34])[CH:28]=1)#[N:23].[K+].C(C1N=C(C([O-])=O)N(COCC[Si](C)(C)C)C=1)#N. No catalyst specified. The product is [C:1]1([C:7]2[CH:12]=[C:11]([CH:13]3[CH2:14][NH:15][S:16](=[O:20])(=[O:19])[NH:17][CH2:18]3)[CH:10]=[CH:9][C:8]=2[NH:21][C:37]([C:26]2[N:27]([CH2:29][O:30][CH2:31][CH2:32][Si:33]([CH3:36])([CH3:35])[CH3:34])[CH:28]=[C:24]([C:22]#[N:23])[N:25]=2)=[O:38])[CH2:6][CH2:5][CH2:4][CH2:3][CH:2]=1. The yield is 0.250. (2) The product is [N:1]1([C:5]2[CH:10]=[CH:9][N:8]3[CH:11]=[C:12]([C:14]4[CH:19]=[CH:18][C:17]([O:20][CH2:22][CH2:23][CH2:24][F:25])=[CH:16][CH:15]=4)[N:13]=[C:7]3[CH:6]=2)[CH2:2][CH2:3][CH2:4]1. The catalyst is C(Cl)Cl. The reactants are [N:1]1([C:5]2[CH:10]=[CH:9][N:8]3[CH:11]=[C:12]([C:14]4[CH:19]=[CH:18][C:17]([OH:20])=[CH:16][CH:15]=4)[N:13]=[C:7]3[CH:6]=2)[CH2:4][CH2:3][CH2:2]1.Br[CH2:22][CH2:23][CH2:24][F:25].C([O-])([O-])=O.[Cs+].[Cs+].CN(C=O)C. The yield is 0.580.